This data is from NCI-60 drug combinations with 297,098 pairs across 59 cell lines. The task is: Regression. Given two drug SMILES strings and cell line genomic features, predict the synergy score measuring deviation from expected non-interaction effect. (1) Drug 1: CNC(=O)C1=CC=CC=C1SC2=CC3=C(C=C2)C(=NN3)C=CC4=CC=CC=N4. Drug 2: C1CN(P(=O)(OC1)NCCCl)CCCl. Cell line: A549. Synergy scores: CSS=4.47, Synergy_ZIP=-0.447, Synergy_Bliss=-0.552, Synergy_Loewe=-6.89, Synergy_HSA=-0.563. (2) Drug 1: CC1C(C(=O)NC(C(=O)N2CCCC2C(=O)N(CC(=O)N(C(C(=O)O1)C(C)C)C)C)C(C)C)NC(=O)C3=C4C(=C(C=C3)C)OC5=C(C(=O)C(=C(C5=N4)C(=O)NC6C(OC(=O)C(N(C(=O)CN(C(=O)C7CCCN7C(=O)C(NC6=O)C(C)C)C)C)C(C)C)C)N)C. Drug 2: CCC(=C(C1=CC=CC=C1)C2=CC=C(C=C2)OCCN(C)C)C3=CC=CC=C3.C(C(=O)O)C(CC(=O)O)(C(=O)O)O. Cell line: HL-60(TB). Synergy scores: CSS=51.6, Synergy_ZIP=11.6, Synergy_Bliss=17.9, Synergy_Loewe=1.02, Synergy_HSA=13.1.